Dataset: Reaction yield outcomes from USPTO patents with 853,638 reactions. Task: Predict the reaction yield, written as a fraction of the theoretical maximum amount of product (1.0 means a 100% yield; for example, 0.34 means a 34% yield). (1) The reactants are [F:1][C:2]1[CH:7]=[CH:6][CH:5]=[C:4]([F:8])[C:3]=1[N:9]1[C:14]2[N:15]=[C:16](S(C)(=O)=O)[N:17]=[C:18]([C:19]3[CH:20]=[C:21]([NH:26][C:27]([C:29]4[CH:33]=[CH:32][S:31][CH:30]=4)=[O:28])[CH:22]=[CH:23][C:24]=3[CH3:25])[C:13]=2[CH:12]=[CH:11][C:10]1=[O:38].[NH:39]1[CH2:44][CH2:43][CH:42]([NH2:45])[CH2:41][CH2:40]1. No catalyst specified. The product is [NH2:45][CH:42]1[CH2:43][CH2:44][N:39]([C:16]2[N:17]=[C:18]([C:19]3[CH:20]=[C:21]([NH:26][C:27]([C:29]4[CH:33]=[CH:32][S:31][CH:30]=4)=[O:28])[CH:22]=[CH:23][C:24]=3[CH3:25])[C:13]3[CH:12]=[CH:11][C:10](=[O:38])[N:9]([C:3]4[C:4]([F:8])=[CH:5][CH:6]=[CH:7][C:2]=4[F:1])[C:14]=3[N:15]=2)[CH2:40][CH2:41]1. The yield is 0.320. (2) The reactants are [H-].[H-].[H-].[H-].[Li+].[Al+3].[C:7]1([C:26]2[CH:31]=[CH:30][CH:29]=[CH:28][CH:27]=2)[CH:12]=[CH:11][C:10]([O:13][CH2:14][CH2:15][CH2:16][CH2:17][C:18]#[C:19][C:20](=[O:25])[C:21]([F:24])([F:23])[F:22])=[CH:9][CH:8]=1.O.[OH-].[Na+]. The catalyst is C1COCC1. The product is [C:7]1([C:26]2[CH:27]=[CH:28][CH:29]=[CH:30][CH:31]=2)[CH:12]=[CH:11][C:10]([O:13][CH2:14][CH2:15][CH2:16][CH2:17]/[CH:18]=[CH:19]/[CH:20]([OH:25])[C:21]([F:23])([F:24])[F:22])=[CH:9][CH:8]=1. The yield is 0.780.